Dataset: Full USPTO retrosynthesis dataset with 1.9M reactions from patents (1976-2016). Task: Predict the reactants needed to synthesize the given product. (1) Given the product [Cl:41][C:24]1[CH:25]=[C:26]([F:40])[C:27]([C:29](=[O:39])[NH:30][CH2:31][C:32]2[CH:37]=[CH:36][CH:35]=[C:34]([F:38])[CH:33]=2)=[CH:28][C:23]=1[NH:22][C:20]([C:19]1[C:18](=[O:17])[NH:1][C:2]2[N:3]=[C:4]([N:10]3[CH2:15][CH2:14][O:13][CH2:12][CH2:11]3)[N:5]=[CH:6][C:7]=2[CH:8]=1)=[O:21], predict the reactants needed to synthesize it. The reactants are: [NH2:1][C:2]1[C:7]([CH:8]=O)=[CH:6][N:5]=[C:4]([N:10]2[CH2:15][CH2:14][O:13][CH2:12][CH2:11]2)[N:3]=1.C[O:17][C:18](=O)[CH2:19][C:20]([NH:22][C:23]1[CH:28]=[C:27]([C:29](=[O:39])[NH:30][CH2:31][C:32]2[CH:37]=[CH:36][CH:35]=[C:34]([F:38])[CH:33]=2)[C:26]([F:40])=[CH:25][C:24]=1[Cl:41])=[O:21].N1CCCCC1. (2) Given the product [N:1]1[CH:6]=[CH:5][CH:4]=[C:3]([C:7]2[CH2:11][CH:10]([C:12]3[CH:17]=[CH:16][CH:15]=[CH:14][C:13]=3[OH:18])[N:9]([S:30]([C:28]3[S:29][C:25]([C:20]4[CH:21]=[CH:22][CH:23]=[CH:24][N:19]=4)=[CH:26][CH:27]=3)(=[O:31])=[O:32])[N:8]=2)[CH:2]=1, predict the reactants needed to synthesize it. The reactants are: [N:1]1[CH:6]=[CH:5][CH:4]=[C:3]([C:7]2[CH2:11][CH:10]([C:12]3[CH:17]=[CH:16][CH:15]=[CH:14][C:13]=3[OH:18])[NH:9][N:8]=2)[CH:2]=1.[N:19]1[CH:24]=[CH:23][CH:22]=[CH:21][C:20]=1[C:25]1[S:29][C:28]([S:30](Cl)(=[O:32])=[O:31])=[CH:27][CH:26]=1. (3) Given the product [CH2:1]([O:3][C:4](=[O:22])[CH2:5][C:6]1([C:9]2[CH:14]=[CH:13][C:12]([C:15]3[CH:20]=[CH:19][C:18]([B:23]4[O:27][C:26]([CH3:29])([CH3:28])[C:25]([CH3:31])([CH3:30])[O:24]4)=[CH:17][CH:16]=3)=[CH:11][CH:10]=2)[CH2:8][CH2:7]1)[CH3:2], predict the reactants needed to synthesize it. The reactants are: [CH2:1]([O:3][C:4](=[O:22])[CH2:5][C:6]1([C:9]2[CH:14]=[CH:13][C:12]([C:15]3[CH:20]=[CH:19][C:18](Br)=[CH:17][CH:16]=3)=[CH:11][CH:10]=2)[CH2:8][CH2:7]1)[CH3:2].[B:23]1([B:23]2[O:27][C:26]([CH3:29])([CH3:28])[C:25]([CH3:31])([CH3:30])[O:24]2)[O:27][C:26]([CH3:29])([CH3:28])[C:25]([CH3:31])([CH3:30])[O:24]1. (4) The reactants are: [OH:1][C:2]1[CH:11]=[CH:10][C:5]([C:6]([O:8][CH3:9])=[O:7])=[CH:4][C:3]=1[N+:12]([O-:14])=[O:13].C(=O)([O-])[O-].[K+].[K+].Br[CH2:22][C:23]([O:25][CH3:26])=[O:24].Cl. Given the product [CH3:26][O:25][C:23](=[O:24])[CH2:22][O:1][C:2]1[CH:11]=[CH:10][C:5]([C:6]([O:8][CH3:9])=[O:7])=[CH:4][C:3]=1[N+:12]([O-:14])=[O:13], predict the reactants needed to synthesize it. (5) Given the product [C:1]1([S:7]([NH:10][C:11]2[N:12]([CH3:27])[C:13]3[CH2:14][CH2:15][CH2:16][CH2:17][C:18]=3[C:19]=2[C:20]([OH:22])=[O:21])(=[O:9])=[O:8])[CH:2]=[CH:3][CH:4]=[CH:5][CH:6]=1, predict the reactants needed to synthesize it. The reactants are: [C:1]1([S:7]([NH:10][C:11]2[N:12]([CH3:27])[C:13]3[CH2:14][CH2:15][CH2:16][CH2:17][C:18]=3[C:19]=2[C:20]([O:22]C(C)(C)C)=[O:21])(=[O:9])=[O:8])[CH:6]=[CH:5][CH:4]=[CH:3][CH:2]=1.Cl. (6) Given the product [CH2:25]([O:27][C:28]([C:29]1[CH:30]=[C:31]([C:32]([CH3:35])([CH3:34])[CH3:33])[N:46]([C:45]2[CH:47]=[CH:48][C:42]([F:41])=[CH:43][CH:44]=2)[C:37]=1[CH3:38])=[O:40])[CH3:26], predict the reactants needed to synthesize it. The reactants are: C(OC(C1C=C(C2C=CC(F)=CC=2)N(C2C=CC=CC=2)C=1C)=O)C.[CH2:25]([O:27][C:28](=[O:40])[CH:29]([C:37](=O)[CH3:38])[CH2:30][C:31](=O)[C:32]([CH3:35])([CH3:34])[CH3:33])[CH3:26].[F:41][C:42]1[CH:48]=[CH:47][C:45]([NH2:46])=[CH:44][CH:43]=1. (7) Given the product [CH3:1][C:2]([OH:12])([CH2:6][CH2:7][CH:8]=[C:9]([CH3:11])[CH3:10])/[CH:3]=[CH:4]/[CH3:5], predict the reactants needed to synthesize it. The reactants are: [CH3:1][C:2]([OH:12])([CH2:6][CH2:7][CH:8]=[C:9]([CH3:11])[CH3:10])[C:3]#[C:4][CH3:5].[H-].[H-].[H-].[H-].[Li+].[Al+3]. (8) Given the product [CH3:13][NH:12][C:10](=[O:11])[CH:9]=[CH:8][C:5]1[CH:4]=[CH:3][C:2]([O:1][CH2:26][C:25]2[CH:24]=[CH:23][C:22]([C:21]([F:20])([F:30])[F:31])=[CH:29][CH:28]=2)=[CH:7][CH:6]=1, predict the reactants needed to synthesize it. The reactants are: [OH:1][C:2]1[CH:7]=[CH:6][C:5]([CH:8]=[CH:9][C:10]([NH:12][CH3:13])=[O:11])=[CH:4][CH:3]=1.C(=O)([O-])[O-].[K+].[K+].[F:20][C:21]([F:31])([F:30])[C:22]1[CH:29]=[CH:28][C:25]([CH2:26]Br)=[CH:24][CH:23]=1.O. (9) Given the product [N+:3]([C:6]1[CH:7]=[CH:8][C:9]([C:12]2[C:20]3[C:15](=[CH:16][CH:17]=[CH:18][CH:19]=3)[NH:14][C:13]=2[C:21]([NH2:2])=[O:23])=[CH:10][CH:11]=1)([O-:5])=[O:4], predict the reactants needed to synthesize it. The reactants are: [Cl-].[NH4+:2].[N+:3]([C:6]1[CH:11]=[CH:10][C:9]([C:12]2[C:20]3[C:15](=[CH:16][CH:17]=[CH:18][CH:19]=3)[NH:14][C:13]=2[C:21]([O:23]CC)=O)=[CH:8][CH:7]=1)([O-:5])=[O:4]. (10) Given the product [CH3:6][C:7]([C@@H:8]1[C@@:25]2([CH3:26])[CH2:24][CH2:23][C@@H:22]3[C@@:20]4([CH3:21])[CH2:19][CH2:18][C@:17]([OH:27])([CH3:1])[CH2:16][C@@H:15]4[CH2:14][CH2:13][C@H:12]3[C@@H:11]2[CH2:10][CH2:9]1)=[O:28], predict the reactants needed to synthesize it. The reactants are: [CH3:1][Li].C[Mg]Cl.[CH3:6][C:7](=[O:28])[C@@H:8]1[C@:25]2([CH3:26])[C@H:11]([C@H:12]3[C@H:22]([CH2:23][CH2:24]2)[C@:20]2([CH3:21])[C@H:15]([CH2:16][C:17](=[O:27])[CH2:18][CH2:19]2)[CH2:14][CH2:13]3)[CH2:10][CH2:9]1.